Dataset: CYP2D6 inhibition data for predicting drug metabolism from PubChem BioAssay. Task: Regression/Classification. Given a drug SMILES string, predict its absorption, distribution, metabolism, or excretion properties. Task type varies by dataset: regression for continuous measurements (e.g., permeability, clearance, half-life) or binary classification for categorical outcomes (e.g., BBB penetration, CYP inhibition). Dataset: cyp2d6_veith. The molecule is C[C@H](N)Cc1c[nH]c2ccc(OCc3cccs3)cc12. The result is 1 (inhibitor).